This data is from Forward reaction prediction with 1.9M reactions from USPTO patents (1976-2016). The task is: Predict the product of the given reaction. (1) Given the reactants [NH2:1][C@H:2]1[C:15](=[O:16])[N:14]([CH2:17][CH2:18][N:19]2[CH2:23][CH2:22][CH2:21][CH2:20]2)[CH2:13][C:5]2[C:6]3[CH:7]=[N:8][NH:9][C:10]=3[CH:11]=[CH:12][C:4]=2[CH2:3]1.[O:24]=[C:25]1[NH:33][C:28]2=[N:29][CH:30]=[CH:31][CH:32]=[C:27]2[C:26]21[CH2:41][C:40]1[C:35](=[CH:36][CH:37]=[C:38]([C:42](O)=[O:43])[CH:39]=1)[CH2:34]2.C1C=CC2N(O)N=NC=2C=1.C(Cl)CCl, predict the reaction product. The product is: [O:24]=[C:25]1[NH:33][C:28]2=[N:29][CH:30]=[CH:31][CH:32]=[C:27]2[C:26]21[CH2:41][C:40]1[C:35](=[CH:36][CH:37]=[C:38]([C:42]([NH:1][C@H:2]3[C:15](=[O:16])[N:14]([CH2:17][CH2:18][N:19]4[CH2:20][CH2:21][CH2:22][CH2:23]4)[CH2:13][C:5]4[C:6]5[CH:7]=[N:8][NH:9][C:10]=5[CH:11]=[CH:12][C:4]=4[CH2:3]3)=[O:43])[CH:39]=1)[CH2:34]2. (2) Given the reactants [F:1][C:2]1[C:3]([C:18]2[N:22]([CH3:23])[C:21]3[CH:24]=[CH:25][CH:26]=[CH:27][C:20]=3[N:19]=2)=[CH:4][C:5]([N:8]2[CH2:13][CH2:12][N:11]([S:14]([CH3:17])(=[O:16])=[O:15])[CH2:10][CH2:9]2)=[N:6][CH:7]=1.[Li]CCCC.[CH3:33][C:34]([CH3:36])=[O:35].ClCCl, predict the reaction product. The product is: [F:1][C:2]1[C:3]([C:18]2[N:22]([CH3:23])[C:21]3[CH:24]=[CH:25][CH:26]=[CH:27][C:20]=3[N:19]=2)=[CH:4][C:5]([N:8]2[CH2:9][CH2:10][N:11]([S:14]([CH2:17][C:34]([CH3:36])([OH:35])[CH3:33])(=[O:16])=[O:15])[CH2:12][CH2:13]2)=[N:6][CH:7]=1. (3) Given the reactants [NH2:1][C:2]1[C:16]([O:17][CH3:18])=[CH:15][C:5]2[CH2:6][CH2:7][N:8]([CH2:11][C:12]([NH2:14])=[O:13])[CH2:9][CH2:10][C:4]=2[CH:3]=1.Cl[C:20]1[N:25]=[C:24]([NH:26][C:27]2[CH:32]=[CH:31][C:30]([N:33]3[CH2:38][CH2:37][O:36][CH2:35][CH2:34]3)=[CH:29][C:28]=2[O:39][CH3:40])[C:23]([F:41])=[CH:22][N:21]=1, predict the reaction product. The product is: [F:41][C:23]1[C:24]([NH:26][C:27]2[CH:32]=[CH:31][C:30]([N:33]3[CH2:34][CH2:35][O:36][CH2:37][CH2:38]3)=[CH:29][C:28]=2[O:39][CH3:40])=[N:25][C:20]([NH:1][C:2]2[C:16]([O:17][CH3:18])=[CH:15][C:5]3[CH2:6][CH2:7][N:8]([CH2:11][C:12]([NH2:14])=[O:13])[CH2:9][CH2:10][C:4]=3[CH:3]=2)=[N:21][CH:22]=1. (4) Given the reactants Br[C:2]1[CH:3]=[C:4]([C:12]([O:14][CH3:15])=[O:13])[CH:5]=[C:6]([CH:11]=1)[C:7]([O:9][CH3:10])=[O:8].[F:16][C:17]1[CH:22]=[CH:21][C:20](B(O)O)=[CH:19][CH:18]=1.C(=O)([O-])[O-].[Cs+].[Cs+].CCOC(C)=O, predict the reaction product. The product is: [F:16][C:17]1[CH:22]=[CH:21][C:20]([C:2]2[CH:3]=[C:4]([C:12]([O:14][CH3:15])=[O:13])[CH:5]=[C:6]([C:7]([O:9][CH3:10])=[O:8])[CH:11]=2)=[CH:19][CH:18]=1.